From a dataset of CYP2C9 inhibition data for predicting drug metabolism from PubChem BioAssay. Regression/Classification. Given a drug SMILES string, predict its absorption, distribution, metabolism, or excretion properties. Task type varies by dataset: regression for continuous measurements (e.g., permeability, clearance, half-life) or binary classification for categorical outcomes (e.g., BBB penetration, CYP inhibition). Dataset: cyp2c9_veith. (1) The compound is Cn1c(SCc2nc3ccccc3n2CCO)nc2ccccc21. The result is 0 (non-inhibitor). (2) The molecule is O=C(Nc1ccc(F)cc1)c1ccc(-n2ccnc2)nc1. The result is 1 (inhibitor).